This data is from Reaction yield outcomes from USPTO patents with 853,638 reactions. The task is: Predict the reaction yield, written as a fraction of the theoretical maximum amount of product (1.0 means a 100% yield; for example, 0.34 means a 34% yield). (1) The reactants are [CH3:1][CH2:2][CH3:3].[Br:4][Br:5]. No catalyst specified. The product is [Br:4][Br:5].[Br:4][CH:2]([CH3:3])[CH3:1].[Br:4][CH2:1][CH2:2][CH3:3]. The yield is 1.00. (2) The reactants are [CH3:1][C:2]1[N:6]([C:7]2[N:15]=[C:14]3[C:10]([N:11]=[C:12]([CH:17]=O)[N:13]3[CH3:16])=[C:9]([N:19]3[CH2:24][CH2:23][O:22][CH2:21][CH2:20]3)[N:8]=2)[C:5]2[CH:25]=[CH:26][CH:27]=[CH:28][C:4]=2[N:3]=1.[NH:29]1[CH2:32][CH:31]([C:33]([OH:36])([CH3:35])[CH3:34])[CH2:30]1.COC(OC)OC.C(O)(=O)C.C(O[BH-](OC(=O)C)OC(=O)C)(=O)C.[Na+]. The catalyst is ClCCCl. The product is [CH3:16][N:13]1[C:12]([CH2:17][N:29]2[CH2:32][CH:31]([C:33]([OH:36])([CH3:35])[CH3:34])[CH2:30]2)=[N:11][C:10]2[C:14]1=[N:15][C:7]([N:6]1[C:5]3[CH:25]=[CH:26][CH:27]=[CH:28][C:4]=3[N:3]=[C:2]1[CH3:1])=[N:8][C:9]=2[N:19]1[CH2:20][CH2:21][O:22][CH2:23][CH2:24]1. The yield is 0.230.